Task: Regression. Given two drug SMILES strings and cell line genomic features, predict the synergy score measuring deviation from expected non-interaction effect.. Dataset: NCI-60 drug combinations with 297,098 pairs across 59 cell lines (1) Drug 1: CC1CCC2CC(C(=CC=CC=CC(CC(C(=O)C(C(C(=CC(C(=O)CC(OC(=O)C3CCCCN3C(=O)C(=O)C1(O2)O)C(C)CC4CCC(C(C4)OC)OCCO)C)C)O)OC)C)C)C)OC. Drug 2: CN(CCCl)CCCl.Cl. Cell line: BT-549. Synergy scores: CSS=22.7, Synergy_ZIP=-7.90, Synergy_Bliss=-3.06, Synergy_Loewe=-0.246, Synergy_HSA=0.892. (2) Drug 1: CCC1(CC2CC(C3=C(CCN(C2)C1)C4=CC=CC=C4N3)(C5=C(C=C6C(=C5)C78CCN9C7C(C=CC9)(C(C(C8N6C=O)(C(=O)OC)O)OC(=O)C)CC)OC)C(=O)OC)O.OS(=O)(=O)O. Drug 2: CC(C)(C#N)C1=CC(=CC(=C1)CN2C=NC=N2)C(C)(C)C#N. Cell line: HOP-62. Synergy scores: CSS=18.7, Synergy_ZIP=-6.64, Synergy_Bliss=-6.64, Synergy_Loewe=-13.3, Synergy_HSA=-7.17.